From a dataset of Catalyst prediction with 721,799 reactions and 888 catalyst types from USPTO. Predict which catalyst facilitates the given reaction. (1) Reactant: [CH3:1][C:2]([O:4][C:5]1[S:9][C:8]2[CH2:10][CH2:11][N:12]([CH:14]([C:22]([CH:24]3[CH2:26][CH2:25]3)=[O:23])[C:15]3[CH:16]=[CH:17][CH:18]=[CH:19][C:20]=3[F:21])[CH2:13][C:7]=2[CH:6]=1)=[O:3].C([O-])(=O)/C=C\C([O-])=O.[ClH:35]. Product: [CH3:1][C:2]([O:4][C:5]1[S:9][C:8]2[CH2:10][CH2:11][N:12]([CH:14]([C:22]([CH:24]3[CH2:26][CH2:25]3)=[O:23])[C:15]3[CH:16]=[CH:17][CH:18]=[CH:19][C:20]=3[F:21])[CH2:13][C:7]=2[CH:6]=1)=[O:3].[ClH:35]. The catalyst class is: 21. (2) Reactant: C(OC([N:8]1[CH2:13][CH2:12][CH:11]([C:14]2[N:18]=[C:17]([C:19]3[CH:24]=[CH:23][CH:22]=[C:21]([C:25]([F:28])([F:27])[F:26])[N:20]=3)[NH:16][N:15]=2)[CH2:10][CH2:9]1)=O)(C)(C)C.[ClH:29]. Product: [ClH:29].[NH:8]1[CH2:9][CH2:10][CH:11]([C:14]2[N:18]=[C:17]([C:19]3[CH:24]=[CH:23][CH:22]=[C:21]([C:25]([F:27])([F:28])[F:26])[N:20]=3)[NH:16][N:15]=2)[CH2:12][CH2:13]1. The catalyst class is: 440. (3) Reactant: [H-].[Na+].N1C2[C:6](=[CH:7][C:8]([C:12]([OH:14])=[O:13])=[CH:9][CH:10]=2)[CH:5]=C1.[CH3:15]I.[CH3:17][N:18]([CH:20]=O)[CH3:19]. Product: [CH3:19][N:18]1[C:17]2[C:6](=[CH:7][C:8]([C:12]([O:14][CH3:15])=[O:13])=[CH:9][CH:10]=2)[CH:5]=[CH:20]1. The catalyst class is: 6.